From a dataset of Forward reaction prediction with 1.9M reactions from USPTO patents (1976-2016). Predict the product of the given reaction. (1) Given the reactants Br[C:2]1[CH:11]=[CH:10][C:5]([C:6]([O:8]C)=[O:7])=[C:4]([CH3:12])[CH:3]=1.[CH:13]1([CH:18]2[CH2:26][C:25]3[C:20](=[C:21]([CH3:29])[C:22]([CH3:28])=[C:23]([OH:27])[CH:24]=3)[C:19]2=[O:30])[CH2:17][CH2:16][CH2:15][CH2:14]1, predict the reaction product. The product is: [CH:13]1([CH:18]2[CH2:26][C:25]3[C:20](=[C:21]([CH3:29])[C:22]([CH3:28])=[C:23]([O:27][CH2:12][C:4]4[CH:3]=[C:2]([C:2]5[CH:11]=[CH:10][C:5]([C:6]([OH:8])=[O:7])=[C:4]([CH3:12])[CH:3]=5)[CH:11]=[CH:10][CH:5]=4)[CH:24]=3)[C:19]2=[O:30])[CH2:14][CH2:15][CH2:16][CH2:17]1. (2) Given the reactants Cl[C:2]1[NH:3][C:4]2[CH:10]=[CH:9][CH:8]=[CH:7][C:5]=2[N:6]=1.[NH2:11][C:12]1[CH:13]=[C:14]([C:19]([F:22])([F:21])[F:20])[CH:15]=[CH:16][C:17]=1[Cl:18], predict the reaction product. The product is: [N:6]1[C:5]2[CH:7]=[CH:8][CH:9]=[CH:10][C:4]=2[NH:3][C:2]=1[NH:11][C:12]1[CH:13]=[C:14]([C:19]([F:20])([F:21])[F:22])[CH:15]=[CH:16][C:17]=1[Cl:18].